This data is from Forward reaction prediction with 1.9M reactions from USPTO patents (1976-2016). The task is: Predict the product of the given reaction. (1) Given the reactants [CH2:1]([O:3][C:4]([C:6]1[CH:7]=[N:8][C:9]2[C:14]([C:15]=1Cl)=[CH:13][C:12]([C:17]#[N:18])=[CH:11][CH:10]=2)=[O:5])[CH3:2].Cl.[Cl:20][C:21]1[CH:22]=[C:23]([CH:26]=[CH:27][C:28]=1[O:29][CH3:30])[CH2:24][NH2:25].C(N(C(C)C)CC)(C)C.O, predict the reaction product. The product is: [CH2:1]([O:3][C:4]([C:6]1[CH:7]=[N:8][C:9]2[C:14]([C:15]=1[NH:25][CH2:24][C:23]1[CH:26]=[CH:27][C:28]([O:29][CH3:30])=[C:21]([Cl:20])[CH:22]=1)=[CH:13][C:12]([C:17]#[N:18])=[CH:11][CH:10]=2)=[O:5])[CH3:2]. (2) Given the reactants C[C:2]1[S:3][CH:4]=[CH:5][C:6]=1[C:7]1[CH:12]=[CH:11][CH:10]=[CH:9][CH:8]=1.[CH3:13][CH:14]([CH3:19])[CH2:15][C:16](Cl)=[O:17].Cl[Sn](Cl)(Cl)Cl.O.Cl[CH2:27]Cl, predict the reaction product. The product is: [CH3:13][CH:14]([CH3:19])[CH2:15][C:16]([C:4]1[S:3][CH:2]=[C:6]([C:7]2[CH:8]=[C:9]([CH3:27])[CH:10]=[CH:11][CH:12]=2)[CH:5]=1)=[O:17]. (3) Given the reactants [F:1][C:2]([F:15])([F:14])[C:3]1[S:7][C:6]2=[N:8][C:9]([CH2:11][CH2:12][OH:13])=[CH:10][N:5]2[N:4]=1.CCN(C(C)C)C(C)C.[CH3:25][S:26](Cl)(=[O:28])=[O:27].[NH4+].[Cl-], predict the reaction product. The product is: [CH3:25][S:26]([O:13][CH2:12][CH2:11][C:9]1[N:8]=[C:6]2[N:5]([CH:10]=1)[N:4]=[C:3]([C:2]([F:14])([F:1])[F:15])[S:7]2)(=[O:28])=[O:27]. (4) Given the reactants C([O:4][CH2:5][CH2:6][C:7]1[S:8][C:9]([S:13]([NH:16][C:17](=[O:30])[NH:18][C:19]2[CH:24]=[C:23]([C:25]([F:28])([F:27])[F:26])[CH:22]=[C:21]([CH3:29])[N:20]=2)(=[O:15])=[O:14])=[CH:10][C:11]=1[CH3:12])(=O)C.[OH-].[Na+], predict the reaction product. The product is: [OH:4][CH2:5][CH2:6][C:7]1[S:8][C:9]([S:13]([NH:16][C:17](=[O:30])[NH:18][C:19]2[CH:24]=[C:23]([C:25]([F:27])([F:28])[F:26])[CH:22]=[C:21]([CH3:29])[N:20]=2)(=[O:15])=[O:14])=[CH:10][C:11]=1[CH3:12]. (5) The product is: [Cl-:34].[CH3:7][CH:6]([CH3:8])[CH:2]([NH3+:1])[C:3](=[O:4])[NH:9][C:10]1[N:15]=[N:14][C:13]([N:16]2[CH2:17][CH2:18][N:19]([C:22](=[O:23])[C:24]3[CH:29]=[CH:28][CH:27]=[CH:26][C:25]=3[C:30]([F:33])([F:32])[F:31])[CH2:20][CH2:21]2)=[CH:12][CH:11]=1.[ClH:34]. Given the reactants [NH2:1][CH:2]([CH:6]([CH3:8])[CH3:7])[C:3](O)=[O:4].[NH2:9][C:10]1[N:15]=[N:14][C:13]([N:16]2[CH2:21][CH2:20][N:19]([C:22]([C:24]3[CH:29]=[CH:28][CH:27]=[CH:26][C:25]=3[C:30]([F:33])([F:32])[F:31])=[O:23])[CH2:18][CH2:17]2)=[CH:12][CH:11]=1.[ClH:34], predict the reaction product. (6) Given the reactants [Cl:1][C:2]1[C:3](F)=[CH:4][C:5]([F:23])=[C:6]([S:8]([N:11]([CH2:19][O:20][CH2:21][CH3:22])[C:12]2[N:17]=[CH:16][C:15]([F:18])=[CH:14][N:13]=2)(=[O:10])=[O:9])[CH:7]=1.[NH2:25][C:26]1[CH:31]=[C:30]([C:32]2[CH:37]=[C:36]([Cl:38])[CH:35]=[CH:34][C:33]=2[OH:39])[CH:29]=[CH:28][N:27]=1.C(=O)([O-])[O-].[K+].[K+], predict the reaction product. The product is: [NH2:25][C:26]1[CH:31]=[C:30]([C:32]2[CH:37]=[C:36]([Cl:38])[CH:35]=[CH:34][C:33]=2[O:39][C:3]2[C:2]([Cl:1])=[CH:7][C:6]([S:8]([N:11]([CH2:19][O:20][CH2:21][CH3:22])[C:12]3[N:17]=[CH:16][C:15]([F:18])=[CH:14][N:13]=3)(=[O:10])=[O:9])=[C:5]([F:23])[CH:4]=2)[CH:29]=[CH:28][N:27]=1.